The task is: Predict the reaction yield, written as a fraction of the theoretical maximum amount of product (1.0 means a 100% yield; for example, 0.34 means a 34% yield).. This data is from Reaction yield outcomes from USPTO patents with 853,638 reactions. (1) The reactants are [ClH:1].O1CCOCC1.OC(C(F)(F)F)=O.OC(C(F)(F)F)=O.[CH3:22][O:23][C:24]1[CH:53]=[CH:52][C:27]2[N:28]=[C:29]([N:31]3[CH2:36][CH2:35][N:34](C(OC(C)(C)C)=O)[CH2:33][CH:32]3[CH2:44][O:45][C:46]3[CH:47]=[N:48][CH:49]=[CH:50][CH:51]=3)[O:30][C:26]=2[CH:25]=1. The yield is 0.440. The catalyst is CO. The product is [ClH:1].[CH3:22][O:23][C:24]1[CH:53]=[CH:52][C:27]2[N:28]=[C:29]([N:31]3[CH2:36][CH2:35][NH:34][CH2:33][CH:32]3[CH2:44][O:45][C:46]3[CH:47]=[N:48][CH:49]=[CH:50][CH:51]=3)[O:30][C:26]=2[CH:25]=1. (2) The reactants are Cl[CH2:2][CH2:3][CH2:4][N:5]1[C:10]2[CH:11]=[C:12]([F:15])[CH:13]=[CH:14][C:9]=2[O:8][CH2:7][C:6]1=[O:16].C([O-])([O-])=O.[K+].[K+].[Na+].[I-].[CH2:25]([CH:29]1[CH2:34][CH2:33][NH:32][CH2:31][CH2:30]1)[CH2:26][CH2:27][CH3:28]. The catalyst is CCCCCCC.CCOC(C)=O. The product is [CH2:25]([CH:29]1[CH2:34][CH2:33][N:32]([CH2:2][CH2:3][CH2:4][N:5]2[C:10]3[CH:11]=[C:12]([F:15])[CH:13]=[CH:14][C:9]=3[O:8][CH2:7][C:6]2=[O:16])[CH2:31][CH2:30]1)[CH2:26][CH2:27][CH3:28]. The yield is 0.800. (3) The reactants are [CH3:1][NH:2][C:3]1[CH:8]=[CH:7][CH:6]=[CH:5][C:4]=1[NH2:9].[Cl:10][CH2:11][C:12](O)=O. The catalyst is Cl.O.C(=O)(O)[O-].[Na+]. The product is [Cl:10][CH2:11][C:12]1[N:2]([CH3:1])[C:3]2[CH:8]=[CH:7][CH:6]=[CH:5][C:4]=2[N:9]=1. The yield is 0.870. (4) The reactants are [O:1]=[C:2]1[C:10]2([CH2:14][O:13][C:12]3[CH:15]=[C:16]4[C:20](=[CH:21][C:11]2=3)[CH2:19][CH2:18][O:17]4)[C:9]2[C:4](=[CH:5][CH:6]=[CH:7][CH:8]=2)[N:3]1[CH2:22][C:23]1[CH:24]=[C:25]([CH:28]=[CH:29][CH:30]=1)[C:26]#[N:27].[NH2:31][OH:32]. The catalyst is CS(C)=O. The product is [OH:32][N:31]=[C:26]([C:25]1[CH:28]=[CH:29][CH:30]=[C:23]([CH2:22][N:3]2[C:4]3[C:9](=[CH:8][CH:7]=[CH:6][CH:5]=3)[C:10]3([CH2:14][O:13][C:12]4[CH:15]=[C:16]5[C:20](=[CH:21][C:11]3=4)[CH2:19][CH2:18][O:17]5)[C:2]2=[O:1])[CH:24]=1)[NH2:27]. The yield is 0.680. (5) The reactants are [Cl:1][C:2]1[C:23]2[O:22][C:9]3[C:10](=[O:21])[N:11]([C@@H:13]([CH2:17][CH:18]([CH3:20])[CH3:19])[C:14](O)=[O:15])[CH2:12][C:8]=3[CH2:7][C:6]=2[CH:5]=[CH:4][CH:3]=1.[CH3:24][O:25][C:26](=[O:34])[C:27]1[CH:32]=[CH:31][C:30]([NH2:33])=[N:29][CH:28]=1.ON1C2C=CC=CC=2N=N1. The catalyst is C(Cl)Cl.O. The product is [CH3:24][O:25][C:26](=[O:34])[C:27]1[CH:32]=[CH:31][C:30]([NH:33][C:14](=[O:15])[C@@H:13]([N:11]2[CH2:12][C:8]3[CH2:7][C:6]4[CH:5]=[CH:4][CH:3]=[C:2]([Cl:1])[C:23]=4[O:22][C:9]=3[C:10]2=[O:21])[CH2:17][CH:18]([CH3:20])[CH3:19])=[N:29][CH:28]=1. The yield is 0.150. (6) The reactants are [C:1]([NH:4][C:5]1[CH:10]=[CH:9][C:8]([S:11](Cl)(=[O:13])=[O:12])=[CH:7][CH:6]=1)(=[O:3])[CH3:2].[NH2:15][C:16]1[S:17][C:18]([CH2:21][OH:22])=[N:19][N:20]=1.Cl. The catalyst is N1C=CC=CC=1. The product is [OH:22][CH2:21][C:18]1[S:17][C:16]([NH:15][S:11]([C:8]2[CH:9]=[CH:10][C:5]([NH:4][C:1](=[O:3])[CH3:2])=[CH:6][CH:7]=2)(=[O:13])=[O:12])=[N:20][N:19]=1. The yield is 0.820. (7) The reactants are Cl.[F:2][C@@H:3]1[CH2:7][NH:6][C@H:5]([C:8]([O:10]C)=O)[CH2:4]1.C([N:14](CC)CC)C.C([O:22][CH2:23][C:24](Cl)=[O:25])(=O)C. The catalyst is C(#N)C. The product is [F:2][C@@H:3]1[CH2:7][N:6]([C:24](=[O:25])[CH2:23][OH:22])[C@H:5]([C:8]([NH2:14])=[O:10])[CH2:4]1. The yield is 0.760. (8) The reactants are [CH3:1][C:2]1[O:6][N:5]=[C:4]([C:7]2[CH:12]=[CH:11][CH:10]=[CH:9][CH:8]=2)[C:3]=1[CH2:13][O:14][C:15]1[CH:20]=[CH:19][C:18]([N+:21]([O-])=O)=[CH:17][N:16]=1.[Cl-].[NH4+]. The catalyst is CO.[Zn]. The product is [CH3:1][C:2]1[O:6][N:5]=[C:4]([C:7]2[CH:12]=[CH:11][CH:10]=[CH:9][CH:8]=2)[C:3]=1[CH2:13][O:14][C:15]1[N:16]=[CH:17][C:18]([NH2:21])=[CH:19][CH:20]=1. The yield is 0.850. (9) The reactants are [Br:1][CH:2]1[CH2:23][CH2:22][C:5]2=[CH:6][C:7]3[C:8]4[CH:17]=[CH:16][C:15]([CH:18]([OH:21])[CH2:19][Br:20])=[CH:14][C:9]=4[CH2:10][O:11][C:12]=3[CH:13]=[C:4]2[C:3]1=[O:24].C(=O)(O)[O-].[Na+].[Br-].[Na+].O. The yield is 0.760. The product is [Br:1][CH:2]1[CH2:23][CH2:22][C:5]2=[CH:6][C:7]3[C:8]4[CH:17]=[CH:16][C:15]([C:18](=[O:21])[CH2:19][Br:20])=[CH:14][C:9]=4[CH2:10][O:11][C:12]=3[CH:13]=[C:4]2[C:3]1=[O:24]. The catalyst is C(Cl)Cl.CC1(C)N([O])C(C)(C)CCC1.C(O)(C)C. (10) The reactants are B.C1COCC1.[Br:7][CH2:8][CH2:9][CH2:10][CH2:11][CH2:12][CH2:13][CH2:14][CH2:15][CH2:16][CH2:17][CH2:18][CH2:19][CH2:20][CH2:21][CH2:22][C:23](O)=[O:24]. The catalyst is C1COCC1. The product is [Br:7][CH2:8][CH2:9][CH2:10][CH2:11][CH2:12][CH2:13][CH2:14][CH2:15][CH2:16][CH2:17][CH2:18][CH2:19][CH2:20][CH2:21][CH2:22][CH2:23][OH:24]. The yield is 0.930.